This data is from Merck oncology drug combination screen with 23,052 pairs across 39 cell lines. The task is: Regression. Given two drug SMILES strings and cell line genomic features, predict the synergy score measuring deviation from expected non-interaction effect. (1) Drug 1: NC1(c2ccc(-c3nc4ccn5c(=O)[nH]nc5c4cc3-c3ccccc3)cc2)CCC1. Drug 2: CCc1c2c(nc3ccc(O)cc13)-c1cc3c(c(=O)n1C2)COC(=O)C3(O)CC. Cell line: HT144. Synergy scores: synergy=44.7. (2) Drug 1: CCC1=CC2CN(C1)Cc1c([nH]c3ccccc13)C(C(=O)OC)(c1cc3c(cc1OC)N(C)C1C(O)(C(=O)OC)C(OC(C)=O)C4(CC)C=CCN5CCC31C54)C2. Drug 2: O=C(CCCCCCC(=O)Nc1ccccc1)NO. Cell line: MDAMB436. Synergy scores: synergy=-8.02.